From a dataset of Full USPTO retrosynthesis dataset with 1.9M reactions from patents (1976-2016). Predict the reactants needed to synthesize the given product. (1) Given the product [CH3:8][C:9]1[S:10][C:11]2[C:17](=[O:18])[CH:7]([CH:6]=[O:5])[CH2:15][CH2:14][C:12]=2[N:13]=1, predict the reactants needed to synthesize it. The reactants are: [H-].[Na+].C([O:5][CH2:6][CH3:7])=O.[CH3:8][C:9]1[S:10][C:11]2[C:17](=[O:18])C[CH2:15][CH2:14][C:12]=2[N:13]=1.Cl. (2) Given the product [NH2:34][C:35]1[C:36]([C:45]([NH:48][C:49]2([C:52]([O:54][CH3:55])=[O:53])[CH2:51][CH2:50]2)=[O:47])=[CH:37][C:38]2[C:43]([CH:44]=1)=[CH:42][CH:41]=[CH:40][CH:39]=2, predict the reactants needed to synthesize it. The reactants are: CN(C(ON1N=NC2C=CC=NC1=2)=[N+](C)C)C.F[P-](F)(F)(F)(F)F.C(N(CC)C(C)C)(C)C.[NH2:34][C:35]1[C:36]([C:45]([OH:47])=O)=[CH:37][C:38]2[C:43]([CH:44]=1)=[CH:42][CH:41]=[CH:40][CH:39]=2.[NH2:48][C:49]1([C:52]([O:54][CH3:55])=[O:53])[CH2:51][CH2:50]1.C([O-])(O)=O.[Na+]. (3) Given the product [F:33][C:27]1[CH:26]=[C:25]([CH2:24][O:4][CH:3]([C:5]2[S:9][C:8]([C:10]3[CH:11]=[CH:12][C:13]([C:16]([F:17])([F:18])[F:19])=[CH:14][CH:15]=3)=[N:7][C:6]=2[CH3:20])[C:2]([F:1])([F:21])[F:22])[CH:32]=[CH:31][C:28]=1[C:29]#[N:30], predict the reactants needed to synthesize it. The reactants are: [F:1][C:2]([F:22])([F:21])[CH:3]([C:5]1[S:9][C:8]([C:10]2[CH:15]=[CH:14][C:13]([C:16]([F:19])([F:18])[F:17])=[CH:12][CH:11]=2)=[N:7][C:6]=1[CH3:20])[OH:4].Br[CH2:24][C:25]1[CH:32]=[CH:31][C:28]([C:29]#[N:30])=[C:27]([F:33])[CH:26]=1.[H-].[Na+].O. (4) Given the product [F:3][C:4]([P:10]([C:11]([F:17])([F:16])[C:12]([F:15])([F:14])[F:13])[OH:1])([F:9])[C:5]([F:8])([F:7])[F:6], predict the reactants needed to synthesize it. The reactants are: [OH-:1].[Na+].[F:3][C:4]([P:10](C(F)(F)C(F)(F)F)[C:11]([F:17])([F:16])[C:12]([F:15])([F:14])[F:13])([F:9])[C:5]([F:8])([F:7])[F:6].Br. (5) Given the product [CH2:6]([N:13]1[CH2:14][CH2:15][CH:16]([N:19]([CH2:27][C:28]2[N:29]=[C:30]([CH2:52][N:53]([CH3:54])[S:2]([CH3:1])(=[O:4])=[O:3])[N:31]([C:33]([C:46]3[CH:51]=[CH:50][CH:49]=[CH:48][CH:47]=3)([C:40]3[CH:41]=[CH:42][CH:43]=[CH:44][CH:45]=3)[C:34]3[CH:35]=[CH:36][CH:37]=[CH:38][CH:39]=3)[CH:32]=2)[C:20](=[O:26])[O:21][C:22]([CH3:25])([CH3:24])[CH3:23])[CH2:17][CH2:18]1)[C:7]1[CH:8]=[CH:9][CH:10]=[CH:11][CH:12]=1, predict the reactants needed to synthesize it. The reactants are: [CH3:1][S:2](Cl)(=[O:4])=[O:3].[CH2:6]([N:13]1[CH2:18][CH2:17][CH:16]([N:19]([CH2:27][C:28]2[N:29]=[C:30]([CH2:52][NH:53][CH3:54])[N:31]([C:33]([C:46]3[CH:51]=[CH:50][CH:49]=[CH:48][CH:47]=3)([C:40]3[CH:45]=[CH:44][CH:43]=[CH:42][CH:41]=3)[C:34]3[CH:39]=[CH:38][CH:37]=[CH:36][CH:35]=3)[CH:32]=2)[C:20](=[O:26])[O:21][C:22]([CH3:25])([CH3:24])[CH3:23])[CH2:15][CH2:14]1)[C:7]1[CH:12]=[CH:11][CH:10]=[CH:9][CH:8]=1.C(N(CC)CC)C. (6) Given the product [CH3:19][CH:20]([CH3:30])/[CH:21]=[CH:22]/[CH2:23][CH2:24][CH2:25][CH2:26][C:27]([N:9]1[C@H:8]([CH2:1][C:2]2[CH:3]=[CH:4][CH:5]=[CH:6][CH:7]=2)[CH2:12][O:11][C:10]1=[O:13])=[O:28], predict the reactants needed to synthesize it. The reactants are: [CH2:1]([C@@H:8]1[CH2:12][O:11][C:10](=[O:13])[NH:9]1)[C:2]1[CH:7]=[CH:6][CH:5]=[CH:4][CH:3]=1.[Li]CCCC.[CH3:19][CH:20]([CH3:30])/[CH:21]=[CH:22]/[CH2:23][CH2:24][CH2:25][CH2:26][C:27](Cl)=[O:28]. (7) Given the product [Br:1][C:2]1[CH:27]=[C:26]([OH:28])[CH:25]=[C:4]([CH2:5][NH:6][C:7]2[C:12]([Cl:13])=[CH:11][N:10]=[C:9]([NH:14][C:15]3[CH:20]=[CH:19][CH:18]=[C:17]([CH2:21][CH2:22][CH2:23][Br:34])[CH:16]=3)[N:8]=2)[CH:3]=1, predict the reactants needed to synthesize it. The reactants are: [Br:1][C:2]1[CH:3]=[C:4]([CH:25]=[C:26]([O:28]C)[CH:27]=1)[CH2:5][NH:6][C:7]1[C:12]([Cl:13])=[CH:11][N:10]=[C:9]([NH:14][C:15]2[CH:16]=[C:17]([CH2:21][CH2:22][CH2:23]O)[CH:18]=[CH:19][CH:20]=2)[N:8]=1.C(Cl)Cl.B(Br)(Br)[Br:34].C([O-])(O)=O.[Na+].